Dataset: Full USPTO retrosynthesis dataset with 1.9M reactions from patents (1976-2016). Task: Predict the reactants needed to synthesize the given product. (1) Given the product [NH2:20][C:17]1[CH:16]=[CH:15][C:14]([CH:13]([C:11]2[CH:10]=[CH:9][N:8]=[C:7]([NH:6][CH2:5][CH2:4][CH2:3][N:2]([CH3:1])[CH3:29])[CH:12]=2)[OH:28])=[CH:19][CH:18]=1, predict the reactants needed to synthesize it. The reactants are: [CH3:1][N:2]([CH3:29])[CH2:3][CH2:4][CH2:5][NH:6][C:7]1[CH:12]=[C:11]([CH:13]([OH:28])[C:14]2[CH:19]=[CH:18][C:17]([NH:20]C(=O)OC(C)(C)C)=[CH:16][CH:15]=2)[CH:10]=[CH:9][N:8]=1.[SiH](CC)(CC)CC.C(O)(C(F)(F)F)=O. (2) Given the product [OH:16][C:17]([C:20]1[CH:44]=[CH:43][C:23]([C:24]([NH:26][C:27]2[CH:32]=[CH:31][CH:30]=[C:29]([C:2]3[CH:3]=[C:4]([NH:11][C:12]([NH:14][CH3:15])=[O:13])[C:5]4[N:6]([CH:8]=[CH:9][N:10]=4)[CH:7]=3)[C:28]=2[CH3:42])=[O:25])=[CH:22][CH:21]=1)([CH3:18])[CH3:19], predict the reactants needed to synthesize it. The reactants are: Br[C:2]1[CH:3]=[C:4]([NH:11][C:12]([NH:14][CH3:15])=[O:13])[C:5]2[N:6]([CH:8]=[CH:9][N:10]=2)[CH:7]=1.[OH:16][C:17]([C:20]1[CH:44]=[CH:43][C:23]([C:24]([NH:26][C:27]2[CH:32]=[CH:31][CH:30]=[C:29](B3OC(C)(C)C(C)(C)O3)[C:28]=2[CH3:42])=[O:25])=[CH:22][CH:21]=1)([CH3:19])[CH3:18].C(=O)([O-])[O-].[Na+].[Na+]. (3) Given the product [CH2:1]([N:5]1[C:14](=[O:15])[C:13]2[N:12]=[CH:11][CH:10]=[CH:9][C:8]=2[C:7]([C:16]2[CH:21]=[CH:20][CH:19]=[CH:18][CH:17]=2)=[C:6]1[CH2:22][NH:23][C:25](=[O:26])[O:27][C:28]([CH3:31])([CH3:30])[CH3:29])[CH:2]([CH3:4])[CH3:3], predict the reactants needed to synthesize it. The reactants are: [CH2:1]([N:5]1[C:14](=[O:15])[C:13]2[N:12]=[CH:11][CH:10]=[CH:9][C:8]=2[C:7]([C:16]2[CH:21]=[CH:20][CH:19]=[CH:18][CH:17]=2)=[C:6]1[C:22]#[N:23])[CH:2]([CH3:4])[CH3:3].N.[C:25](O[C:25]([O:27][C:28]([CH3:31])([CH3:30])[CH3:29])=[O:26])([O:27][C:28]([CH3:31])([CH3:30])[CH3:29])=[O:26].O. (4) The reactants are: [Cl:1][C:2]1[CH:7]=[CH:6][CH:5]=[C:4]([Cl:8])[C:3]=1[C:9]1[NH:13][C:12](=[O:14])[N:11]([C:15]2[CH:24]=[CH:23][C:18]([C:19](OC)=[O:20])=[C:17]([O:25][CH3:26])[CH:16]=2)[N:10]=1.[F:27][C:28]1[CH:34]=[CH:33][C:31]([NH2:32])=[CH:30][C:29]=1[C:35]([F:38])([F:37])[F:36].C[Al](C)C. Given the product [Cl:1][C:2]1[CH:7]=[CH:6][CH:5]=[C:4]([Cl:8])[C:3]=1[C:9]1[NH:13][C:12](=[O:14])[N:11]([C:15]2[CH:24]=[CH:23][C:18]([C:19]([NH:32][C:31]3[CH:33]=[CH:34][C:28]([F:27])=[C:29]([C:35]([F:38])([F:36])[F:37])[CH:30]=3)=[O:20])=[C:17]([O:25][CH3:26])[CH:16]=2)[N:10]=1, predict the reactants needed to synthesize it. (5) Given the product [Cl:1][C:2]1[CH:3]=[N:4][CH:5]=[C:6]([OH:10])[C:7]=1[CH:8]=[O:9], predict the reactants needed to synthesize it. The reactants are: [Cl:1][C:2]1[CH:3]=[N:4][CH:5]=[C:6]([O:10]COC)[C:7]=1[CH:8]=[O:9].Cl.C([O-])([O-])=O.[K+].[K+]. (6) Given the product [ClH:38].[O:22]=[C:15]([N:16]1[CH2:21][CH2:20][CH2:19][CH2:18][CH2:17]1)/[CH:14]=[CH:13]/[C@@H:12]([NH:11][C:10](=[O:31])[C@H:9]([CH3:32])[NH2:5])[CH2:23][CH2:24][C:25]1[CH:30]=[CH:29][CH:28]=[CH:27][CH:26]=1, predict the reactants needed to synthesize it. The reactants are: CC([N:5]([C@@H:9]([CH3:32])[C:10](=[O:31])[NH:11][C@@H:12]([CH2:23][CH2:24][C:25]1[CH:30]=[CH:29][CH:28]=[CH:27][CH:26]=1)/[CH:13]=[CH:14]/[C:15](=[O:22])[N:16]1[CH2:21][CH2:20][CH2:19][CH2:18][CH2:17]1)C(=O)[O-])(C)C.C([O-])(O)=O.[Na+].[ClH:38]. (7) Given the product [F:7][C:8]1[CH:18]=[CH:17][C:11]2[N:12]([CH:23]=[C:24]([C:25]([O:27][CH2:28][CH3:29])=[O:26])[C:30]([O:32][CH2:33][CH3:34])=[O:31])[C@@H:13]([CH3:16])[CH2:14][O:15][C:10]=2[C:9]=1[F:19], predict the reactants needed to synthesize it. The reactants are: CC(C)([O-])C.[K+].[F:7][C:8]1[CH:18]=[CH:17][C:11]2[NH:12][C@@H:13]([CH3:16])[CH2:14][O:15][C:10]=2[C:9]=1[F:19].C(O[CH:23]=[C:24]([C:30]([O:32][CH2:33][CH3:34])=[O:31])[C:25]([O:27][CH2:28][CH3:29])=[O:26])C. (8) Given the product [NH:1]1[CH:5]=[CH:4][N:3]=[C:2]1[C:6]1[N:11]=[CH:10][C:9]([C:12]2[CH:13]=[CH:14][C:15]3[O:21][CH2:20][CH2:19][NH:18][CH2:17][C:16]=3[CH:29]=2)=[CH:8][CH:7]=1, predict the reactants needed to synthesize it. The reactants are: [NH:1]1[CH:5]=[CH:4][N:3]=[C:2]1[C:6]1[N:11]=[CH:10][C:9]([C:12]2[CH:13]=[CH:14][C:15]3[O:21][CH2:20][CH2:19][N:18](C(OC(C)(C)C)=O)[CH2:17][C:16]=3[CH:29]=2)=[CH:8][CH:7]=1. (9) Given the product [CH3:11][C:4]1[CH:5]=[CH:6][C:7]2[N:8]=[C:21]3[CH2:20][CH2:19][C:18]([C:12]4[CH:17]=[CH:16][CH:15]=[CH:14][CH:13]=4)([C:25]4[CH:30]=[CH:29][CH:28]=[CH:27][CH:26]=4)[CH2:23][N:22]3[C:2]=2[N:3]=1, predict the reactants needed to synthesize it. The reactants are: Br[C:2]1[C:7]([N+:8]([O-])=O)=[CH:6][CH:5]=[C:4]([CH3:11])[N:3]=1.[C:12]1([C:18]2([C:25]3[CH:30]=[CH:29][CH:28]=[CH:27][CH:26]=3)[CH2:23][NH:22][C:21](=O)[CH2:20][CH2:19]2)[CH:17]=[CH:16][CH:15]=[CH:14][CH:13]=1. (10) Given the product [CH2:1]([O:4][N:5]=[C:6]1[CH2:10][N:9]([C:11](=[O:13])[CH2:23][O:22][CH3:21])[C@H:8]([C:18]([NH:37][C:33]2[CH:32]=[C:31]3[C:36](=[CH:35][CH:34]=2)[N:27]=[CH:28][CH:29]=[CH:30]3)=[O:20])[CH2:7]1)[CH:2]=[CH2:3], predict the reactants needed to synthesize it. The reactants are: [CH2:1]([O:4][N:5]=[C:6]1[CH2:10][N:9]([C:11]([O:13]C(C)(C)C)=O)[C@H:8]([C:18]([OH:20])=O)[CH2:7]1)[CH:2]=[CH2:3].[CH3:21][O:22][CH2:23]C(Cl)=O.[N:27]1[C:36]2[C:31](=[CH:32][C:33]([NH2:37])=[CH:34][CH:35]=2)[CH:30]=[CH:29][CH:28]=1.